From a dataset of Full USPTO retrosynthesis dataset with 1.9M reactions from patents (1976-2016). Predict the reactants needed to synthesize the given product. (1) The reactants are: N(C(OC(C)C)=O)=NC(OC(C)C)=O.[CH3:15][S:16][C:17]1[C:22]([NH:23][C:24](=[O:27])[CH2:25]O)=[C:21]([S:28][CH3:29])[CH:20]=[C:19]([CH3:30])[N:18]=1.I(O)(=O)=O.[N:35]1[C:39]2[CH:40]=[CH:41][CH:42]=[CH:43][C:38]=2[NH:37][C:36]=1[S:44][CH2:45][CH2:46][N:47]1[CH2:52][CH2:51][NH:50][CH2:49][CH2:48]1.C1(P(C2C=CC=CC=2)C2C=CC=CC=2)C=CC=CC=1.Cl. Given the product [N:35]1[C:39]2[CH:40]=[CH:41][CH:42]=[CH:43][C:38]=2[NH:37][C:36]=1[S:44][CH2:45][CH2:46][N:47]1[CH2:52][CH2:51][N:50]([CH2:25][C:24]([NH:23][C:22]2[C:17]([S:16][CH3:15])=[N:18][C:19]([CH3:30])=[CH:20][C:21]=2[S:28][CH3:29])=[O:27])[CH2:49][CH2:48]1, predict the reactants needed to synthesize it. (2) The reactants are: [CH2:1]([O:3][C:4]1[C:13]([NH:14][C:15](=[O:23])OC2C=CC=CC=2)=[N:12][C:11]2[C:6](=[CH:7][CH:8]=[CH:9][CH:10]=2)[N:5]=1)[CH3:2].[Cl:24][C:25]1[CH:26]=[C:27]([N:32]2[CH2:37][CH2:36][NH:35][CH2:34][CH2:33]2)[CH:28]=[C:29]([Cl:31])[CH:30]=1. Given the product [CH2:1]([O:3][C:4]1[C:13]([NH:14][C:15]([N:35]2[CH2:34][CH2:33][N:32]([C:27]3[CH:26]=[C:25]([Cl:24])[CH:30]=[C:29]([Cl:31])[CH:28]=3)[CH2:37][CH2:36]2)=[O:23])=[N:12][C:11]2[C:6](=[CH:7][CH:8]=[CH:9][CH:10]=2)[N:5]=1)[CH3:2], predict the reactants needed to synthesize it. (3) Given the product [ClH:78].[NH2:36][C:37]1([C:41]2[CH:42]=[CH:43][C:44]([C:47]3[C:56](=[O:57])[C:55]4[C:50](=[C:51]([C:58]5[C:59]([CH3:63])=[N:60][NH:61][CH:62]=5)[CH:52]=[CH:53][CH:54]=4)[O:49][C:48]=3[C:64]3[CH:69]=[CH:68][CH:67]=[CH:66][CH:65]=3)=[CH:45][CH:46]=2)[CH2:38][CH2:39][CH2:40]1, predict the reactants needed to synthesize it. The reactants are: NC1(C2C=CC(C3C(=O)C4C(=CC=C(F)C=4)OC=3C3C=CC=CC=3)=CC=2)CCC1.C(OC(=O)[NH:36][C:37]1([C:41]2[CH:46]=[CH:45][C:44]([C:47]3[C:56](=[O:57])[C:55]4[C:50](=[C:51]([C:58]5[C:59]([CH3:63])=[N:60][NH:61][CH:62]=5)[CH:52]=[CH:53][CH:54]=4)[O:49][C:48]=3[C:64]3[CH:69]=[CH:68][CH:67]=[CH:66][CH:65]=3)=[CH:43][CH:42]=2)[CH2:40][CH2:39][CH2:38]1)(C)(C)C.C(O)(C(F)(F)F)=O.[ClH:78]. (4) Given the product [O:26]=[C:4]1[C:3]([C:1]#[N:2])=[CH:12][C:11]2[CH2:10][NH:9][CH2:8][CH2:7][C:6]=2[N:5]1[C:20]1[CH:25]=[CH:24][CH:23]=[CH:22][CH:21]=1, predict the reactants needed to synthesize it. The reactants are: [C:1]([C:3]1[C:4](=[O:26])[N:5]([C:20]2[CH:25]=[CH:24][CH:23]=[CH:22][CH:21]=2)[C:6]2[CH2:7][CH2:8][N:9](C(OC(C)(C)C)=O)[CH2:10][C:11]=2[CH:12]=1)#[N:2].